Predict the reactants needed to synthesize the given product. From a dataset of Full USPTO retrosynthesis dataset with 1.9M reactions from patents (1976-2016). (1) The reactants are: [NH:1]1[CH2:7][CH2:6][CH2:5][NH:4][CH2:3][CH2:2]1.Cl[CH2:9][C:10]1[CH:15]=[CH:14][C:13]([O:16][CH2:17][C:18]2[CH:23]=[CH:22][CH:21]=[CH:20][CH:19]=2)=[CH:12][CH:11]=1.C(N(CC)CC)C.C(=O)(O)[O-].[Na+]. Given the product [C:18]1([CH2:17][O:16][C:13]2[CH:12]=[CH:11][C:10]([CH2:9][N:1]3[CH2:7][CH2:6][CH2:5][NH:4][CH2:3][CH2:2]3)=[CH:15][CH:14]=2)[CH:19]=[CH:20][CH:21]=[CH:22][CH:23]=1, predict the reactants needed to synthesize it. (2) Given the product [CH3:32][O:31][C:28]1[CH:27]=[CH:26][C:25]([C:16]([C:17]2[CH:18]=[CH:19][C:20]([O:23][CH3:24])=[CH:21][CH:22]=2)([C:33]2[CH:38]=[CH:37][CH:36]=[CH:35][CH:34]=2)[O:1][C@@H:2]2[C@@H:6]([OH:7])[CH2:5][N:4]([C:8]([O:10][C:11]([CH3:14])([CH3:13])[CH3:12])=[O:9])[CH2:3]2)=[CH:30][CH:29]=1, predict the reactants needed to synthesize it. The reactants are: [OH:1][C@@H:2]1[C@@H:6]([OH:7])[CH2:5][N:4]([C:8]([O:10][C:11]([CH3:14])([CH3:13])[CH3:12])=[O:9])[CH2:3]1.Cl[C:16]([C:33]1[CH:38]=[CH:37][CH:36]=[CH:35][CH:34]=1)([C:25]1[CH:30]=[CH:29][C:28]([O:31][CH3:32])=[CH:27][CH:26]=1)[C:17]1[CH:22]=[CH:21][C:20]([O:23][CH3:24])=[CH:19][CH:18]=1. (3) The reactants are: C(NC1N=C2C(N=C(OC)N2CCCN2CCN(C)CC2)=C(N)N=1)CCC.[CH2:28]([NH:32][C:33]1[N:41]=[C:40]2[C:36]([N:37]=[C:38]([O:46][CH3:47])[N:39]2[CH2:42][CH2:43][CH2:44]Cl)=[C:35]([NH2:48])[N:34]=1)[CH2:29][CH2:30][CH3:31].[CH3:49][CH:50]([N:52]1[CH2:57][CH2:56][NH:55][CH2:54][CH2:53]1)[CH3:51]. Given the product [CH2:28]([NH:32][C:33]1[N:41]=[C:40]2[C:36]([N:37]=[C:38]([O:46][CH3:47])[N:39]2[CH2:42][CH2:43][CH2:44][N:55]2[CH2:56][CH2:57][N:52]([CH:50]([CH3:51])[CH3:49])[CH2:53][CH2:54]2)=[C:35]([NH2:48])[N:34]=1)[CH2:29][CH2:30][CH3:31], predict the reactants needed to synthesize it. (4) Given the product [Cl:1][C:2]1[C:3](=[O:9])[N:4]([CH3:10])[N:5]=[CH:6][C:7]=1[Cl:8], predict the reactants needed to synthesize it. The reactants are: [Cl:1][C:2]1[C:7]([Cl:8])=[CH:6][N:5]=[N:4][C:3]=1[OH:9].[C:10](=O)([O-])[O-].[K+].[K+].CI. (5) Given the product [F:22][C:2]([F:1])([F:23])[C:3]1[C:4]([CH:9]2[CH2:14][CH2:13][N:12]([C:15]([O:17][C:18]([CH3:19])([CH3:20])[CH3:21])=[O:16])[CH2:11][CH2:10]2)=[N:5][CH:6]=[CH:7][CH:8]=1, predict the reactants needed to synthesize it. The reactants are: [F:1][C:2]([F:23])([F:22])[C:3]1[C:4]([C:9]2[CH2:14][CH2:13][N:12]([C:15]([O:17][C:18]([CH3:21])([CH3:20])[CH3:19])=[O:16])[CH2:11][CH:10]=2)=[N:5][CH:6]=[CH:7][CH:8]=1. (6) Given the product [N+:1]([C:4]1[C:12]([NH2:13])=[CH:11][CH:10]=[C:9]2[C:5]=1[CH2:6][CH2:7][CH2:8]2)([O-:3])=[O:2], predict the reactants needed to synthesize it. The reactants are: [N+:1]([C:4]1[C:12]([NH:13]C(=O)C)=[CH:11][CH:10]=[C:9]2[C:5]=1[CH2:6][CH2:7][CH2:8]2)([O-:3])=[O:2]. (7) Given the product [CH:1]([O:3][CH2:4][CH2:5][O:6][CH2:7][CH2:8][O:9][CH2:11][CH2:10][O:12][CH2:13][CH2:14][O:6][CH2:5][CH2:4][O:3][CH3:1])=[CH2:2], predict the reactants needed to synthesize it. The reactants are: [CH:1]([O:3][CH2:4][CH2:5][O:6][CH2:7][CH2:8][OH:9])=[CH2:2].[CH2:10]([O:12][CH2:13][CH3:14])[CH3:11]. (8) The reactants are: [Cl:1][CH2:2][C:3]([C:5]1[CH:6]=[C:7]2[C:12](=[CH:13][CH:14]=1)[NH:11][C:10](=[O:15])[CH2:9][CH2:8]2)=O.C([SiH](CC)CC)C. Given the product [Cl:1][CH2:2][CH2:3][C:5]1[CH:6]=[C:7]2[C:12](=[CH:13][CH:14]=1)[NH:11][C:10](=[O:15])[CH2:9][CH2:8]2, predict the reactants needed to synthesize it. (9) Given the product [Cl:36][C:37]1[CH:38]=[C:39]([CH:43]=[CH:44][C:45]=1[Cl:46])[C:40]([NH:2][C:3]1[CH:8]=[CH:7][CH:6]=[C:5]([N:9]2[C:13]([CH3:14])=[C:12]([C:15]([N:17]3[CH2:22][CH2:21][CH:20]([N:23]4[CH2:24][CH2:25][CH2:26][CH2:27]4)[CH2:19][CH2:18]3)=[O:16])[C:11]([CH3:28])=[N:10]2)[CH:4]=1)=[O:41], predict the reactants needed to synthesize it. The reactants are: Cl.[NH2:2][C:3]1[CH:4]=[C:5]([N:9]2[C:13]([CH3:14])=[C:12]([C:15]([N:17]3[CH2:22][CH2:21][CH:20]([N:23]4[CH2:27][CH2:26][CH2:25][CH2:24]4)[CH2:19][CH2:18]3)=[O:16])[C:11]([CH3:28])=[N:10]2)[CH:6]=[CH:7][CH:8]=1.C(N(CC)CC)C.[Cl:36][C:37]1[CH:38]=[C:39]([CH:43]=[CH:44][C:45]=1[Cl:46])[C:40](Cl)=[O:41].